From a dataset of Peptide-MHC class II binding affinity with 134,281 pairs from IEDB. Regression. Given a peptide amino acid sequence and an MHC pseudo amino acid sequence, predict their binding affinity value. This is MHC class II binding data. (1) The peptide sequence is LTQPLQQVTSLFSQV. The MHC is DRB5_0101 with pseudo-sequence DRB5_0101. The binding affinity (normalized) is 0.321. (2) The peptide sequence is IKEKGKDKWIALKES. The MHC is HLA-DQA10401-DQB10402 with pseudo-sequence HLA-DQA10401-DQB10402. The binding affinity (normalized) is 0.0291.